Dataset: Full USPTO retrosynthesis dataset with 1.9M reactions from patents (1976-2016). Task: Predict the reactants needed to synthesize the given product. (1) Given the product [F:1][C:2]1[CH:17]=[C:16]([F:18])[CH:15]=[CH:14][C:3]=1[O:4][C:5]1[N:10]=[CH:9][C:8]2[C:11]([I:19])=[N:12][NH:13][C:7]=2[CH:6]=1, predict the reactants needed to synthesize it. The reactants are: [F:1][C:2]1[CH:17]=[C:16]([F:18])[CH:15]=[CH:14][C:3]=1[O:4][C:5]1[N:10]=[CH:9][C:8]2[CH:11]=[N:12][NH:13][C:7]=2[CH:6]=1.[I:19]I.[OH-].[K+]. (2) Given the product [C:10]([O:13][C:14]([CH3:19])([C:15](=[O:16])[CH2:1][P:2]([O:6][CH2:7][CH3:8])([O:3][CH2:4][CH3:5])=[O:9])[CH3:18])(=[O:12])[CH3:11], predict the reactants needed to synthesize it. The reactants are: [CH3:1][P:2](=[O:9])([O:6][CH2:7][CH3:8])[O:3][CH2:4][CH3:5].[C:10]([O:13][C:14]([CH3:19])([CH3:18])[C:15](Cl)=[O:16])(=[O:12])[CH3:11].C(OCC)(=O)C.P([O-])(O)(O)=O.[Na+]. (3) Given the product [CH3:13][C:14]([CH3:15])=[CH:29][C:28]([NH2:1])=[O:31].[CH:28]([N:1]1[CH2:13][CH2:14][CH2:15][C:2]1=[O:5])=[CH2:29], predict the reactants needed to synthesize it. The reactants are: [NH3:1].[C:2](=[O:5])([O-])[O-].C(=O)([O-])O.Cl.Br.I.[C:13](O)(=O)[CH2:14][CH3:15].S(=O)(=O)(O)O.P(=O)(O)(O)O.[C:28]([OH:31])(=O)[CH3:29]. (4) Given the product [Cl:2][C:3]1[CH:8]=[CH:7][C:6]([OH:9])=[CH:5][C:4]=1[C:10]1[N:11]=[C:12]([NH:24][C@H:25]2[CH2:30][CH2:29][N:28]([CH:35]3[CH2:37][CH2:36]3)[C@@H:27]([CH3:31])[CH2:26]2)[C:13]([CH3:23])=[C:14]([C:16]2[C:17]([CH3:22])=[N:18][O:19][C:20]=2[CH3:21])[N:15]=1, predict the reactants needed to synthesize it. The reactants are: Cl.[Cl:2][C:3]1[CH:8]=[CH:7][C:6]([OH:9])=[CH:5][C:4]=1[C:10]1[N:15]=[C:14]([C:16]2[C:17]([CH3:22])=[N:18][O:19][C:20]=2[CH3:21])[C:13]([CH3:23])=[C:12]([NH:24][C@H:25]2[CH2:30][CH2:29][NH:28][C@@H:27]([CH3:31])[CH2:26]2)[N:11]=1.C(O[C:35]1(O[Si](C)(C)C)[CH2:37][CH2:36]1)C.CC(O)=O.[BH3-]C#N.[Na+]. (5) Given the product [C:20]([C:24]1[CH:33]=[CH:32][C:27]([CH2:28][NH:29][C:30]([NH:8][CH2:9][C:10]2[CH:19]=[CH:18][C:13]3[NH:14][C:15](=[O:17])[NH:16][C:12]=3[CH:11]=2)=[O:31])=[CH:26][CH:25]=1)([CH3:23])([CH3:21])[CH3:22], predict the reactants needed to synthesize it. The reactants are: FC(F)(F)C(O)=O.[NH2:8][CH2:9][C:10]1[CH:19]=[CH:18][C:13]2[NH:14][C:15](=[O:17])[NH:16][C:12]=2[CH:11]=1.[C:20]([C:24]1[CH:33]=[CH:32][C:27]([CH2:28][N:29]=[C:30]=[O:31])=[CH:26][CH:25]=1)([CH3:23])([CH3:22])[CH3:21]. (6) The reactants are: [O-:1][Mn](=O)(=O)=O.[K+].[Cl:7][C:8]1[CH:27]=[CH:26][C:11]([C:12]([C:14]2[CH:15]=[C:16]3[C:21](=[CH:22][CH:23]=2)[N:20]=[CH:19][CH:18]=[C:17]3[CH:24]=[O:25])=[O:13])=[CH:10][CH:9]=1. Given the product [Cl:7][C:8]1[CH:27]=[CH:26][C:11]([C:12]([C:14]2[CH:15]=[C:16]3[C:21](=[CH:22][CH:23]=2)[N:20]=[CH:19][CH:18]=[C:17]3[C:24]([OH:1])=[O:25])=[O:13])=[CH:10][CH:9]=1, predict the reactants needed to synthesize it. (7) Given the product [CH2:1]([O:8][C:9]([N:11]([CH3:17])[C@H:12]([C:14]([NH:18][C@@H:19]([CH:24]1[CH2:29][CH2:28][CH2:27][CH2:26][CH2:25]1)[C:20]([O:22][CH3:23])=[O:21])=[O:16])[CH3:13])=[O:10])[C:2]1[CH:3]=[CH:4][CH:5]=[CH:6][CH:7]=1, predict the reactants needed to synthesize it. The reactants are: [CH2:1]([O:8][C:9]([N:11]([CH3:17])[C@H:12]([C:14]([OH:16])=O)[CH3:13])=[O:10])[C:2]1[CH:7]=[CH:6][CH:5]=[CH:4][CH:3]=1.[NH2:18][C@@H:19]([CH:24]1[CH2:29][CH2:28][CH2:27][CH2:26][CH2:25]1)[C:20]([O:22][CH3:23])=[O:21].ClC1N=C(OC)N=C(OC)N=1.CN1CCOCC1. (8) The reactants are: [NH2:1][C@H:2]([CH2:21][F:22])[C@H:3]([C:5]1[CH:10]=[CH:9][C:8]([C:11]2[CH:12]=[N:13][C:14](CN(C)C)=[CH:15][CH:16]=2)=[CH:7][CH:6]=1)[OH:4].[Cl:23][CH:24]([Cl:30])[C:25](OCC)=[O:26].[CH2:31]([N:33](CC)[CH2:34]C)C.[CH3:38]O. Given the product [Cl:23][CH:24]([Cl:30])[C:25]([NH:1][C@H:2]([CH2:21][F:22])[C@@H:3]([C:5]1[CH:6]=[CH:7][C:8]([C:11]2[C:12]([CH3:38])=[N:13][C:14]([N:33]([CH3:34])[CH3:31])=[CH:15][CH:16]=2)=[CH:9][CH:10]=1)[OH:4])=[O:26], predict the reactants needed to synthesize it. (9) Given the product [Cl:10][CH2:11][C:12]1[N:1]=[C:2]2[N:7]=[C:6]([CH3:8])[CH:5]=[C:4]([CH3:9])[N:3]2[CH:13]=1, predict the reactants needed to synthesize it. The reactants are: [NH2:1][C:2]1[N:7]=[C:6]([CH3:8])[CH:5]=[C:4]([CH3:9])[N:3]=1.[Cl:10][CH2:11][C:12](=O)[CH2:13]Cl. (10) Given the product [CH2:30]([O:29][C:27](=[O:28])[NH:16][CH2:15][CH:12]1[CH2:11][C:10]2[CH:9]=[CH:8][CH:7]=[C:6]([C:3]3[CH:4]=[CH:5][S:1][CH:2]=3)[C:14]=2[O:13]1)[C:31]1[CH:36]=[CH:35][CH:34]=[CH:33][CH:32]=1, predict the reactants needed to synthesize it. The reactants are: [S:1]1[CH:5]=[CH:4][C:3]([C:6]2[C:14]3[O:13][CH:12]([CH2:15][NH2:16])[CH2:11][C:10]=3[CH:9]=[CH:8][CH:7]=2)=[CH:2]1.C(N(C(C)C)CC)(C)C.Cl[C:27]([O:29][CH2:30][C:31]1[CH:36]=[CH:35][CH:34]=[CH:33][CH:32]=1)=[O:28].C(OC(=O)NCC1CC2C=CC=C(C3CCCC3)C=2O1)C1C=CC=CC=1.